This data is from Peptide-MHC class I binding affinity with 185,985 pairs from IEDB/IMGT. The task is: Regression. Given a peptide amino acid sequence and an MHC pseudo amino acid sequence, predict their binding affinity value. This is MHC class I binding data. The peptide sequence is ITYTDVLRY. The MHC is HLA-B58:01 with pseudo-sequence HLA-B58:01. The binding affinity (normalized) is 0.664.